From a dataset of Forward reaction prediction with 1.9M reactions from USPTO patents (1976-2016). Predict the product of the given reaction. (1) The product is: [NH2:26][C:5]1[CH:4]=[C:3]([C:9]2[CH:14]=[CH:13][CH:12]=[C:11]([NH:15][CH2:16][C:17]3([C:23]#[N:24])[CH2:22][CH2:21][O:20][CH2:19][CH2:18]3)[N:10]=2)[C:2]([Cl:1])=[CH:7][N:6]=1. Given the reactants [Cl:1][C:2]1[C:3]([C:9]2[CH:14]=[CH:13][CH:12]=[C:11]([NH:15][CH2:16][C:17]3([C:23]#[N:24])[CH2:22][CH2:21][O:20][CH2:19][CH2:18]3)[N:10]=2)=[CH:4][C:5](F)=[N:6][CH:7]=1.[OH-].[NH4+:26], predict the reaction product. (2) The product is: [OH:39][CH2:38][C@H:34]1[O:35][CH2:36][CH2:37][N:32]([C:4]2[S:5][C:6](=[CH:10][C:11]3[CH:12]=[C:13]4[C:17](=[CH:18][CH:19]=3)[N:16]([CH2:20][C:21]3[CH:26]=[CH:25][C:24]([OH:27])=[CH:23][C:22]=3[C:28]([F:31])([F:29])[F:30])[N:15]=[CH:14]4)[C:7](=[O:9])[N:8]=2)[CH2:33]1. Given the reactants C(S[C:4]1[S:5][C:6](=[CH:10][C:11]2[CH:12]=[C:13]3[C:17](=[CH:18][CH:19]=2)[N:16]([CH2:20][C:21]2[CH:26]=[CH:25][C:24]([OH:27])=[CH:23][C:22]=2[C:28]([F:31])([F:30])[F:29])[N:15]=[CH:14]3)[C:7](=[O:9])[N:8]=1)C.[NH:32]1[CH2:37][CH2:36][O:35][CH:34]([CH2:38][OH:39])[CH2:33]1, predict the reaction product. (3) Given the reactants [N:1]1[CH:6]=[CH:5][N:4]=[CH:3][C:2]=1[C:7]1([C:10]([OH:12])=O)[CH2:9][CH2:8]1.F[P-](F)(F)(F)(F)F.N1(OC(N(C)C)=[N+](C)C)C2N=CC=CC=2N=N1.C(N(C(C)C)CC)(C)C.Cl.Cl.[NH2:48][C:49]1[CH:50]=[CH:51][C:52]([N:56]2[CH2:61][CH2:60][CH2:59][C@@H:58]([C:62]([N:64]3[CH2:68][CH2:67][CH2:66][CH2:65]3)=[O:63])[CH2:57]2)=[N:53][C:54]=1[NH2:55], predict the reaction product. The product is: [NH2:55][C:54]1[C:49]([NH:48][C:10]([C:7]2([C:2]3[CH:3]=[N:4][CH:5]=[CH:6][N:1]=3)[CH2:8][CH2:9]2)=[O:12])=[CH:50][CH:51]=[C:52]([N:56]2[CH2:61][CH2:60][CH2:59][C@@H:58]([C:62]([N:64]3[CH2:68][CH2:67][CH2:66][CH2:65]3)=[O:63])[CH2:57]2)[N:53]=1. (4) Given the reactants CO/[CH:3]=[CH:4]/[C:5](=O)[CH:6]([CH3:8])[CH3:7].[C:10]([CH2:12][C:13]([NH:15][C:16]1[CH:21]=[CH:20][C:19]([F:22])=[CH:18][CH:17]=1)=[O:14])#[N:11].N12CCN(CC1)CC2.COCCOCCO, predict the reaction product. The product is: [F:22][C:19]1[CH:18]=[CH:17][C:16]([N:15]2[C:5]([CH:6]([CH3:8])[CH3:7])=[CH:4][CH:3]=[C:12]([C:10]#[N:11])[C:13]2=[O:14])=[CH:21][CH:20]=1. (5) Given the reactants [CH2:1]([O:3][C:4](=[O:33])[C:5]([CH3:32])([CH3:31])[CH2:6][C:7]1[N:8]([CH2:23][C:24]2[CH:29]=[CH:28][C:27]([Br:30])=[CH:26][CH:25]=2)[C:9]2[C:14]([C:15]=1[S:16][C:17]([CH3:20])([CH3:19])[CH3:18])=[CH:13][C:12]([O:21]C)=[CH:11][CH:10]=2)[CH3:2].CC(S)(C)C.[Cl-].[Al+3].[Cl-].[Cl-], predict the reaction product. The product is: [CH2:1]([O:3][C:4](=[O:33])[C:5]([CH3:32])([CH3:31])[CH2:6][C:7]1[N:8]([CH2:23][C:24]2[CH:25]=[CH:26][C:27]([Br:30])=[CH:28][CH:29]=2)[C:9]2[C:14]([C:15]=1[S:16][C:17]([CH3:20])([CH3:19])[CH3:18])=[CH:13][C:12]([OH:21])=[CH:11][CH:10]=2)[CH3:2]. (6) Given the reactants [CH2:1]([N:4]([S:27]([CH2:30][C:31]1[CH:36]=[CH:35][CH:34]=[CH:33][CH:32]=1)(=[O:29])=[O:28])[C:5]([CH:7]1[CH2:12][CH2:11][N:10]([C:13]2[NH:18][C:17](=[O:19])[C:16]([C:20]([O:22][CH2:23][CH3:24])=[O:21])=[CH:15][C:14]=2[C:25]#[N:26])[CH2:9][CH2:8]1)=[O:6])[CH:2]=[CH2:3].I[CH2:38][CH:39]([F:41])[F:40].O, predict the reaction product. The product is: [CH2:1]([N:4]([S:27]([CH2:30][C:31]1[CH:32]=[CH:33][CH:34]=[CH:35][CH:36]=1)(=[O:29])=[O:28])[C:5]([CH:7]1[CH2:12][CH2:11][N:10]([C:13]2[C:14]([C:25]#[N:26])=[CH:15][C:16]([C:20]([O:22][CH2:23][CH3:24])=[O:21])=[C:17]([O:19][CH2:38][CH:39]([F:41])[F:40])[N:18]=2)[CH2:9][CH2:8]1)=[O:6])[CH:2]=[CH2:3].